Task: Predict the reaction yield, written as a fraction of the theoretical maximum amount of product (1.0 means a 100% yield; for example, 0.34 means a 34% yield).. Dataset: Reaction yield outcomes from USPTO patents with 853,638 reactions (1) The reactants are [Cl:1][C:2]1[CH:3]=[C:4]([N:9]2C(=O)[O:12][N:11]=[C:10]2[C:15]2[C:16]([NH:20][CH2:21][CH2:22][NH:23][S:24]([NH2:27])(=[O:26])=[O:25])=[N:17][O:18][N:19]=2)[CH:5]=[CH:6][C:7]=1[F:8].[OH-].[Na+]. The catalyst is CO. The product is [NH2:27][S:24]([NH:23][CH2:22][CH2:21][NH:20][C:16]1[C:15]([C:10](=[N:11][OH:12])[NH:9][C:4]2[CH:5]=[CH:6][C:7]([F:8])=[C:2]([Cl:1])[CH:3]=2)=[N:19][O:18][N:17]=1)(=[O:25])=[O:26]. The yield is 0.920. (2) The reactants are [Cl-].O[NH3+:3].[C:4](=[O:7])([O-])[OH:5].[Na+].[Si]([O:16][CH:17]([CH3:54])[CH2:18][O:19][C@H:20]1[CH2:25][CH2:24][C@H:23]([N:26]2[C:31](=[O:32])[C:30]([CH2:33][C:34]3[CH:39]=[CH:38][C:37]([C:40]4[C:41]([C:46]#[N:47])=[CH:42][CH:43]=[CH:44][CH:45]=4)=[CH:36][CH:35]=3)=[C:29]([CH2:48][CH2:49][CH3:50])[N:28]3[N:51]=[CH:52][N:53]=[C:27]23)[CH2:22][CH2:21]1)(C(C)(C)C)(C)C.CC(OI1(OC(C)=O)(OC(C)=O)OC(=O)C2C=CC=CC1=2)=O.S([O-])([O-])(=O)=S.[Na+].[Na+]. The catalyst is C(#N)C.O.C(OCC)(=O)C.CS(C)=O. The product is [O:7]=[C:4]1[O:5][N:47]=[C:46]([C:41]2[CH:42]=[CH:43][CH:44]=[CH:45][C:40]=2[C:37]2[CH:38]=[CH:39][C:34]([CH2:33][C:30]3[C:31](=[O:32])[N:26]([C@H:23]4[CH2:22][CH2:21][C@H:20]([O:19][CH2:18][C:17](=[O:16])[CH3:54])[CH2:25][CH2:24]4)[C:27]4[N:28]([N:51]=[CH:52][N:53]=4)[C:29]=3[CH2:48][CH2:49][CH3:50])=[CH:35][CH:36]=2)[NH:3]1. The yield is 0.310. (3) The reactants are [CH3:1][C:2]1[C:10]([N+:11]([O-:13])=[O:12])=[CH:9][CH:8]=[CH:7][C:3]=1[C:4]([OH:6])=[O:5].[Br:14]N1C(C)(C)C(=O)N(Br)C1=O. The catalyst is OS(O)(=O)=O. The product is [Br:14][C:8]1[CH:9]=[C:10]([N+:11]([O-:13])=[O:12])[C:2]([CH3:1])=[C:3]([CH:7]=1)[C:4]([OH:6])=[O:5]. The yield is 0.980. (4) The reactants are [NH2:1][C:2]1[C:7]([F:8])=[CH:6][N:5]([S:9]([C:12]2[CH:17]=[CH:16][CH:15]=[CH:14][CH:13]=2)(=[O:11])=[O:10])[C:4](=[O:18])[N:3]=1.CCN(CC)CC.[C:26](Cl)(=[O:33])[C:27]1[CH:32]=[CH:31][CH:30]=[CH:29][CH:28]=1. The catalyst is C(Cl)Cl. The product is [C:12]1([S:9]([N:5]2[CH:6]=[C:7]([F:8])[C:2]([NH:1][C:26](=[O:33])[C:27]3[CH:32]=[CH:31][CH:30]=[CH:29][CH:28]=3)=[N:3][C:4]2=[O:18])(=[O:10])=[O:11])[CH:17]=[CH:16][CH:15]=[CH:14][CH:13]=1. The yield is 0.410. (5) The reactants are CN(C(ON1N=NC2C=CC=NC1=2)=[N+](C)C)C.F[P-](F)(F)(F)(F)F.[CH3:25][C:26]([NH2:29])([CH3:28])[CH3:27].[C:30]([C:33]1[C:41]2[C:36](=[N:37][CH:38]=[C:39]([C:42]3[C:50]4[CH2:49][CH2:48][CH2:47][CH2:46][C:45]=4[N:44]([CH3:51])[N+:43]=3[O-:52])[N:40]=2)[N:35]([CH2:53][O:54][CH2:55][CH2:56][Si:57]([CH3:60])([CH3:59])[CH3:58])[CH:34]=1)(O)=[O:31]. The catalyst is CN(C=O)C. The product is [C:26]([NH:29][C:30]([C:33]1[C:41]2[C:36](=[N:37][CH:38]=[C:39]([C:42]3[C:50]4[CH2:49][CH2:48][CH2:47][CH2:46][C:45]=4[N:44]([CH3:51])[N+:43]=3[O-:52])[N:40]=2)[N:35]([CH2:53][O:54][CH2:55][CH2:56][Si:57]([CH3:60])([CH3:59])[CH3:58])[CH:34]=1)=[O:31])([CH3:28])([CH3:27])[CH3:25]. The yield is 0.850. (6) The reactants are [CH3:1][C:2]1[NH:8][C:7]([NH2:9])=[N:6][C:4](=[O:5])[CH:3]=1.[C:10]([O:15][CH2:16][CH2:17][N:18]=[C:19]=[O:20])(=[O:14])[C:11]([CH3:13])=[CH2:12].CC(C)=O. The catalyst is N1C=CC=CC=1. The product is [CH3:1][C:2]1[NH:8][C:7]([NH:9][C:19](=[O:20])[NH:18][CH2:17][CH2:16][O:15][C:10](=[O:14])[C:11]([CH3:13])=[CH2:12])=[N:6][C:4](=[O:5])[CH:3]=1. The yield is 0.740. (7) The product is [CH:1]([C@H:14]1[CH2:20][C@H:19]([OH:18])[C@@H:17]([NH:28][CH2:27][C:26]2[CH:29]=[CH:30][C:23]([O:22][CH3:21])=[CH:24][CH:25]=2)[CH2:16][O:15]1)([C:8]1[CH:13]=[CH:12][CH:11]=[CH:10][CH:9]=1)[C:2]1[CH:3]=[CH:4][CH:5]=[CH:6][CH:7]=1. The catalyst is C(O)C. The reactants are [CH:1]([C@H:14]1[CH2:20][C@H:19]2[C@H:17]([O:18]2)[CH2:16][O:15]1)([C:8]1[CH:13]=[CH:12][CH:11]=[CH:10][CH:9]=1)[C:2]1[CH:7]=[CH:6][CH:5]=[CH:4][CH:3]=1.[CH3:21][O:22][C:23]1[CH:30]=[CH:29][C:26]([CH2:27][NH2:28])=[CH:25][CH:24]=1. The yield is 0.800. (8) The product is [OH:4][C:5]1[CH:10]=[CH:9][C:8]([CH:11]=[CH:12][C:13](=[O:15])[CH:14]=[CH:18][C:19]2[CH:24]=[CH:23][CH:22]=[CH:21][CH:20]=2)=[CH:7][C:6]=1[O:16][CH3:17]. The yield is 0.990. The reactants are COC[O:4][C:5]1[CH:10]=[CH:9][C:8]([CH:11]=[CH:12][C:13](=[O:15])[CH3:14])=[CH:7][C:6]=1[O:16][CH3:17].[CH:18](=O)[C:19]1[CH:24]=[CH:23][CH:22]=[CH:21][CH:20]=1.[OH-].[Na+].O. The catalyst is C(O)C.